This data is from Forward reaction prediction with 1.9M reactions from USPTO patents (1976-2016). The task is: Predict the product of the given reaction. (1) Given the reactants [C:1]([O:4][CH2:5][C:6]1[C:7]([N:31]2[CH2:43][CH2:42][N:34]3[C:35]4[CH2:36][CH2:37][CH2:38][CH2:39][C:40]=4[CH:41]=[C:33]3[C:32]2=[O:44])=[N:8][CH:9]=[CH:10][C:11]=1[C:12]1[CH:17]=[C:16]([NH:18][C:19]2[CH:28]=[C:22]3[CH2:23][N:24]([CH3:27])[CH2:25][CH2:26][N:21]3[N:20]=2)[C:15](=[O:29])[N:14]([CH3:30])[CH:13]=1)(=[O:3])[CH3:2].[C:45]([O:48][CH2:49]C1C(N2CCN3C4CCCCC=4C=C3C2=O)=NC=CC=1B1OC(C)(C)C(C)(C)O1)(=O)C.BrC1C=C(NC2C=C3CN(C4COC4)CCN3N=2)C(=O)N(C)C=1, predict the reaction product. The product is: [C:1]([O:4][CH2:5][C:6]1[C:7]([N:31]2[CH2:43][CH2:42][N:34]3[C:35]4[CH2:36][CH2:37][CH2:38][CH2:39][C:40]=4[CH:41]=[C:33]3[C:32]2=[O:44])=[N:8][CH:9]=[CH:10][C:11]=1[C:12]1[CH:17]=[C:16]([NH:18][C:19]2[CH:28]=[C:22]3[CH2:23][N:24]([CH:27]4[CH2:49][O:48][CH2:45]4)[CH2:25][CH2:26][N:21]3[N:20]=2)[C:15](=[O:29])[N:14]([CH3:30])[CH:13]=1)(=[O:3])[CH3:2]. (2) Given the reactants [C:1]([O:4][CH:5]([CH2:9][CH:10]=[C:11]([CH3:19])[CH2:12][CH2:13][CH2:14][CH:15]([CH3:18])[CH2:16][OH:17])[C:6](=[O:8])[CH3:7])(=[O:3])[CH3:2].C(N(CC)CC)C.[CH3:27][C:28]([Si:31](Cl)([CH3:33])[CH3:32])([CH3:30])[CH3:29].CO, predict the reaction product. The product is: [C:1]([O:4][CH:5]([CH2:9][CH:10]=[C:11]([CH3:19])[CH2:12][CH2:13][CH2:14][C@H:15]([CH3:18])[CH2:16][O:17][Si:31]([C:28]([CH3:30])([CH3:29])[CH3:27])([CH3:33])[CH3:32])[C:6](=[O:8])[CH3:7])(=[O:3])[CH3:2]. (3) Given the reactants [F:1][C:2]1[CH:10]=[CH:9][C:8]([F:11])=[CH:7][C:3]=1[C:4]([OH:6])=[O:5].[N+:12]([O-])([OH:14])=[O:13], predict the reaction product. The product is: [F:11][C:8]1[C:7]([N+:12]([O-:14])=[O:13])=[C:3]([C:2]([F:1])=[CH:10][CH:9]=1)[C:4]([OH:6])=[O:5]. (4) Given the reactants Br[C:2]1[CH:3]=[C:4]([C:14]([O:16][CH3:17])=[O:15])[C:5]2[CH:6]=[N:7][N:8]([CH:11]([CH3:13])[CH3:12])[C:9]=2[CH:10]=1.CC1(C)C(C)(C)OB([C:26]2[CH:27]=[N:28][NH:29][CH:30]=2)O1.C([O-])(O)=O.[Na+], predict the reaction product. The product is: [CH:11]([N:8]1[C:9]2[CH:10]=[C:2]([C:26]3[CH:27]=[N:28][NH:29][CH:30]=3)[CH:3]=[C:4]([C:14]([O:16][CH3:17])=[O:15])[C:5]=2[CH:6]=[N:7]1)([CH3:13])[CH3:12]. (5) The product is: [O:1]1[C:5]2[CH:6]=[CH:7][C:8]([C:10]3[NH:11][C:12]([NH:30][C:26]4[CH:27]=[CH:28][CH:29]=[C:24]([O:23][CH3:22])[CH:25]=4)=[N:13][C:14](=[O:16])[CH:15]=3)=[CH:9][C:4]=2[O:3][CH2:2]1. Given the reactants [O:1]1[C:5]2[CH:6]=[CH:7][C:8]([C:10]3[CH:15]=[C:14]([O:16]C)[N:13]=[C:12](S(C)(=O)=O)[N:11]=3)=[CH:9][C:4]=2[O:3][CH2:2]1.[CH3:22][O:23][C:24]1[CH:29]=[CH:28][CH:27]=[C:26]([NH2:30])[CH:25]=1, predict the reaction product. (6) Given the reactants [Cl:1][C:2]1[N:7]=[N:6][C:5]([C:8]([OH:10])=O)=[CH:4][CH:3]=1.CCN(C(C)C)C(C)C.CN(C(ON1N=NC2C=CC=NC1=2)=[N+](C)C)C.F[P-](F)(F)(F)(F)F.[CH2:44]([O:46][C:47](=[O:59])[C@H:48]([OH:58])[C@H:49]([NH2:57])[CH2:50][C:51]1[CH:56]=[CH:55][CH:54]=[CH:53][CH:52]=1)[CH3:45], predict the reaction product. The product is: [CH2:44]([O:46][C:47](=[O:59])[C@H:48]([OH:58])[C@H:49]([NH:57][C:8]([C:5]1[N:6]=[N:7][C:2]([Cl:1])=[CH:3][CH:4]=1)=[O:10])[CH2:50][C:51]1[CH:56]=[CH:55][CH:54]=[CH:53][CH:52]=1)[CH3:45]. (7) Given the reactants Cl[C:2]1[C:11]2=[N:12][N:13](CC3C=CC(OC)=CC=3)[CH:14]=[C:10]2[C:9]2[CH:8]=[CH:7][CH:6]=[CH:5][C:4]=2[N:3]=1.[N:24]1[CH:29]=[CH:28][CH:27]=[C:26]([NH2:30])[CH:25]=1.Cl, predict the reaction product. The product is: [CH:14]1[C:10]2[C:9]3[CH:8]=[CH:7][CH:6]=[CH:5][C:4]=3[N:3]=[C:2]([NH:30][C:26]3[CH:25]=[N:24][CH:29]=[CH:28][CH:27]=3)[C:11]=2[NH:12][N:13]=1. (8) Given the reactants [C:1]([O:4][C@@H:5]1[CH2:9][C@@H:8]([C@@H:10]([CH2:21][NH:22][C:23](=[O:39])[CH2:24][CH2:25][CH2:26][CH2:27][CH2:28][CH2:29][CH2:30][CH2:31][CH2:32][CH2:33][CH2:34][CH2:35][CH2:36][CH2:37][CH3:38])[O:11]CC2C=CC(OC)=CC=2)[O:7][C@H:6]1[N:40]1[CH:45]=[CH:44][C:43](=[O:46])[NH:42][C:41]1=[O:47])(=[O:3])[CH3:2].C(Cl)Cl.FC(F)(F)C(O)=O, predict the reaction product. The product is: [C:1]([O:4][C@@H:5]1[CH2:9][C@@H:8]([C@@H:10]([CH2:21][NH:22][C:23](=[O:39])[CH2:24][CH2:25][CH2:26][CH2:27][CH2:28][CH2:29][CH2:30][CH2:31][CH2:32][CH2:33][CH2:34][CH2:35][CH2:36][CH2:37][CH3:38])[OH:11])[O:7][C@H:6]1[N:40]1[CH:45]=[CH:44][C:43](=[O:46])[NH:42][C:41]1=[O:47])(=[O:3])[CH3:2]. (9) Given the reactants [Cl:1][C:2]1[CH:30]=[CH:29][C:5]2[N:6]([C:9]3[S:13][C:12]([C:14](OC)=[O:15])=[C:11]([O:18][C@@H:19]([C:21]4[CH:26]=[CH:25][CH:24]=[C:23]([OH:27])[C:22]=4[Cl:28])[CH3:20])[CH:10]=3)[CH:7]=[N:8][C:4]=2[CH:3]=1.[CH3:31][N:32]1[CH2:37][CH2:36][CH:35](O)[CH2:34][CH2:33]1.C1(P(C2C=CC=CC=2)C2C=CC=CC=2)C=CC=CC=1.CC(OC(/[N:65]=N/C(OC(C)(C)C)=O)=O)(C)C, predict the reaction product. The product is: [Cl:1][C:2]1[CH:30]=[CH:29][C:5]2[N:6]([C:9]3[S:13][C:12]([C:14]([NH2:65])=[O:15])=[C:11]([O:18][C@@H:19]([C:21]4[CH:26]=[CH:25][CH:24]=[C:23]([O:27][CH:35]5[CH2:36][CH2:37][N:32]([CH3:31])[CH2:33][CH2:34]5)[C:22]=4[Cl:28])[CH3:20])[CH:10]=3)[CH:7]=[N:8][C:4]=2[CH:3]=1.